From a dataset of Reaction yield outcomes from USPTO patents with 853,638 reactions. Predict the reaction yield, written as a fraction of the theoretical maximum amount of product (1.0 means a 100% yield; for example, 0.34 means a 34% yield). (1) The reactants are [NH2:1][C:2]1[N:7]=[CH:6][N:5]=[C:4]2[N:8]([CH2:24][CH2:25][N:26]3[C:30](=[O:31])[CH2:29][S:28][C:27]3=[O:32])[N:9]=[C:10]([C:11]3[CH:16]=[CH:15][C:14]([O:17][C:18]4[CH:23]=[CH:22][CH:21]=[CH:20][CH:19]=4)=[CH:13][CH:12]=3)[C:3]=12.[CH:33](=O)[C:34]1[CH:39]=[CH:38][CH:37]=[CH:36][CH:35]=1.N1CCCCC1. The catalyst is C(O)C. The product is [NH2:1][C:2]1[N:7]=[CH:6][N:5]=[C:4]2[N:8]([CH2:24][CH2:25][N:26]3[C:30](=[O:31])[C:29](=[CH:33][C:34]4[CH:39]=[CH:38][CH:37]=[CH:36][CH:35]=4)[S:28][C:27]3=[O:32])[N:9]=[C:10]([C:11]3[CH:12]=[CH:13][C:14]([O:17][C:18]4[CH:19]=[CH:20][CH:21]=[CH:22][CH:23]=4)=[CH:15][CH:16]=3)[C:3]=12. The yield is 0.240. (2) The reactants are Cl.[Br:2][C:3]1[CH:4]=[C:5]([Cl:11])[C:6]([CH2:9][NH2:10])=[N:7][CH:8]=1.[C:12]1(=O)[O:17][C:15](=[O:16])[C:14]2=[CH:18][CH:19]=[CH:20][CH:21]=[C:13]12. The catalyst is C1(C)C=CC=CC=1. The product is [Br:2][C:3]1[CH:4]=[C:5]([Cl:11])[C:6]([CH2:9][N:10]2[C:15](=[O:16])[C:14]3[C:13](=[CH:21][CH:20]=[CH:19][CH:18]=3)[C:12]2=[O:17])=[N:7][CH:8]=1. The yield is 0.650. (3) The reactants are [CH:1]1[C:13]2[CH:12]([CH2:14][O:15][C:16]([NH:18][C@@H:19]([CH2:27][C:28]3[CH:29]=[N:30][C:31](Br)=[CH:32][CH:33]=3)[C:20]([O:22][C:23]([CH3:26])([CH3:25])[CH3:24])=[O:21])=[O:17])[C:11]3[C:6](=[CH:7][CH:8]=[CH:9][CH:10]=3)[C:5]=2[CH:4]=[CH:3][CH:2]=1.[CH2:35]([C:37]1[CH:42]=[CH:41][CH:40]=[CH:39][C:38]=1B(O)O)[CH3:36].[C:46](=O)([O-])[O-:47].[Na+].[Na+]. The catalyst is C(O)(C)C.C1(C)C=CC=CC=1. The product is [CH:1]1[C:13]2[CH:12]([CH2:14][O:15][C:16]([NH:18][C@@H:19]([CH2:27][C:28]3[CH:29]=[N:30][C:31]([C:38]4[CH:39]=[CH:40][C:41]([O:47][CH3:46])=[CH:42][C:37]=4[CH2:35][CH3:36])=[CH:32][CH:33]=3)[C:20]([O:22][C:23]([CH3:26])([CH3:25])[CH3:24])=[O:21])=[O:17])[C:11]3[C:6](=[CH:7][CH:8]=[CH:9][CH:10]=3)[C:5]=2[CH:4]=[CH:3][CH:2]=1. The yield is 0.590. (4) The reactants are Cl[C:2]1[N:3]=[C:4]2[C:9](=[CH:10][CH:11]=1)[N:8]=[CH:7][C:6]1[CH:12]=[CH:13][C:14](=[O:26])[N:15]([C:16]3[CH:21]=[CH:20][CH:19]=[C:18]([C:22]([F:25])([F:24])[F:23])[CH:17]=3)[C:5]2=1.CC1(C)C(C)(C)OB([C:35]2[S:39][CH:38]=[N:37][CH:36]=2)O1.CC1(C)C(C)(C)OB(C2C=CC(N)=NC=2)O1. No catalyst specified. The product is [S:39]1[C:35]([C:2]2[N:3]=[C:4]3[C:9](=[CH:10][CH:11]=2)[N:8]=[CH:7][C:6]2[CH:12]=[CH:13][C:14](=[O:26])[N:15]([C:16]4[CH:21]=[CH:20][CH:19]=[C:18]([C:22]([F:25])([F:24])[F:23])[CH:17]=4)[C:5]3=2)=[CH:36][N:37]=[CH:38]1. The yield is 0.336. (5) The reactants are [Br:1][C:2]1[CH:7]=[CH:6][C:5]([OH:8])=[C:4]([CH:9]2[CH2:13][CH2:12][CH2:11][CH2:10]2)[CH:3]=1.C([O-])([O-])=O.[Cs+].[Cs+].[CH2:20](Br)[C:21]1[CH:26]=[CH:25][CH:24]=[CH:23][CH:22]=1. The catalyst is CN(C=O)C. The product is [CH2:20]([O:8][C:5]1[CH:6]=[CH:7][C:2]([Br:1])=[CH:3][C:4]=1[CH:9]1[CH2:13][CH2:12][CH2:11][CH2:10]1)[C:21]1[CH:26]=[CH:25][CH:24]=[CH:23][CH:22]=1. The yield is 0.640.